Dataset: Forward reaction prediction with 1.9M reactions from USPTO patents (1976-2016). Task: Predict the product of the given reaction. (1) The product is: [F:20][C:19]([F:22])([F:21])[C:17]([NH:1][CH:2]1[C:7]2[C:12](=[CH:11][CH:10]=[C:9]([O:13][CH:14]([CH3:16])[CH3:15])[CH:8]=2)[C:4](=[O:6])[CH2:3]1)=[O:18]. Given the reactants [NH2:1][CH:2]([C:7]1[CH:12]=[CH:11][CH:10]=[C:9]([O:13][CH:14]([CH3:16])[CH3:15])[CH:8]=1)[CH2:3][C:4]([OH:6])=O.[C:17](O)([C:19]([F:22])([F:21])[F:20])=[O:18].C(OC(C(F)(F)F)=O)(C(F)(F)F)=O.CCOC(C)=O, predict the reaction product. (2) Given the reactants [CH3:1][C:2]1([CH3:19])[C:6]([CH3:8])([CH3:7])[O:5][B:4]([C:9]2[CH:14]=[CH:13][C:12]([CH2:15][C:16]([OH:18])=[O:17])=[CH:11][CH:10]=2)[O:3]1.[CH3:20]O, predict the reaction product. The product is: [CH3:20][O:17][C:16](=[O:18])[CH2:15][C:12]1[CH:13]=[CH:14][C:9]([B:4]2[O:3][C:2]([CH3:19])([CH3:1])[C:6]([CH3:7])([CH3:8])[O:5]2)=[CH:10][CH:11]=1. (3) Given the reactants Cl.[Cl:2][CH2:3][CH2:4][C:5]([NH2:8])([CH3:7])[CH3:6].[OH-].[Na+].[Cl:11][C:12]1[CH:19]=[CH:18][CH:17]=[C:16]([Cl:20])[C:13]=1[CH:14]=O, predict the reaction product. The product is: [Cl:2][CH2:3][CH2:4][C:5]([N:8]=[CH:14][C:13]1[C:12]([Cl:11])=[CH:19][CH:18]=[CH:17][C:16]=1[Cl:20])([CH3:7])[CH3:6]. (4) Given the reactants [CH2:1]([N:8]1[CH2:17][CH2:16][C:15]2[C:14](Cl)=[N:13][CH:12]=[N:11][C:10]=2[CH2:9]1)[C:2]1[CH:7]=[CH:6][CH:5]=[CH:4][CH:3]=1.[F:19][C:20]([F:29])([F:28])[C:21]1[CH:27]=[CH:26][C:24]([NH2:25])=[CH:23][CH:22]=1.CC(C)([O-])C.[Na+], predict the reaction product. The product is: [CH2:1]([N:8]1[CH2:17][CH2:16][C:15]2[C:14]([NH:25][C:24]3[CH:26]=[CH:27][C:21]([C:20]([F:19])([F:28])[F:29])=[CH:22][CH:23]=3)=[N:13][CH:12]=[N:11][C:10]=2[CH2:9]1)[C:2]1[CH:7]=[CH:6][CH:5]=[CH:4][CH:3]=1. (5) The product is: [CH3:10][N:8]([CH3:9])[C:7]1[CH:6]=[CH:5][C:4]([C:11]2[O:15][N:14]=[C:13]([C:16]3[CH:25]=[CH:24][C:19]([C:20]([O:22][CH3:23])=[O:21])=[C:18]([F:26])[CH:17]=3)[N:12]=2)=[CH:3][C:2]=1[NH:1][S:27]([CH3:30])(=[O:29])=[O:28]. Given the reactants [NH2:1][C:2]1[CH:3]=[C:4]([C:11]2[O:15][N:14]=[C:13]([C:16]3[CH:25]=[CH:24][C:19]([C:20]([O:22][CH3:23])=[O:21])=[C:18]([F:26])[CH:17]=3)[N:12]=2)[CH:5]=[CH:6][C:7]=1[N:8]([CH3:10])[CH3:9].[S:27](Cl)([CH3:30])(=[O:29])=[O:28], predict the reaction product. (6) The product is: [F:17][C:13](=[C:12]([F:18])[F:11])[CH2:14][CH2:15][S:10][C:2]1[S:3][C:4]2[C:9]([N:1]=1)=[CH:8][CH:7]=[CH:6][N:5]=2. Given the reactants [N:1]1[C:9]2[C:4](=[N:5][CH:6]=[CH:7][CH:8]=2)[S:3][C:2]=1[SH:10].[F:11][C:12]([F:18])=[C:13]([F:17])[CH2:14][CH2:15]Br.C(=O)([O-])[O-].[K+].[K+].O, predict the reaction product.